From a dataset of Forward reaction prediction with 1.9M reactions from USPTO patents (1976-2016). Predict the product of the given reaction. (1) Given the reactants C([O-])([O-])=O.[K+].[K+].[F:7][C:8]1[C:9]([OH:16])=[C:10]([CH:13]=[CH:14][CH:15]=1)[CH:11]=O.Cl[CH2:18][C:19](=[O:21])[CH3:20], predict the reaction product. The product is: [F:7][C:8]1[C:9]2[O:16][C:18]([C:19](=[O:21])[CH3:20])=[CH:11][C:10]=2[CH:13]=[CH:14][CH:15]=1. (2) Given the reactants [Cl:1][C:2]1[CH:9]=[CH:8][C:5]([CH:6]=O)=[CH:4][C:3]=1[F:10].[C:11]([NH:14][NH2:15])([NH2:13])=[NH:12].Cl, predict the reaction product. The product is: [ClH:1].[Cl:1][C:2]1[CH:9]=[CH:8][C:5]([CH:6]=[N:15][NH:14][C:11]([NH2:13])=[NH:12])=[CH:4][C:3]=1[F:10]. (3) Given the reactants [CH2:1]([NH:5][C:6]1[N:11]2[N:12]=[C:13]([C:22]3[CH:27]=[CH:26][C:25]([F:28])=[CH:24][CH:23]=3)[C:14]([C:15]3[CH:20]=[CH:19][N:18]=[C:17]([S-:21])[N:16]=3)=[C:10]2[CH:9]=[CH:8][CH:7]=1)[CH2:2][CH2:3][CH3:4].I[CH3:30].[OH-].[Na+], predict the reaction product. The product is: [CH2:1]([NH:5][C:6]1[N:11]2[N:12]=[C:13]([C:22]3[CH:23]=[CH:24][C:25]([F:28])=[CH:26][CH:27]=3)[C:14]([C:15]3[CH:20]=[CH:19][N:18]=[C:17]([S:21][CH3:30])[N:16]=3)=[C:10]2[CH:9]=[CH:8][CH:7]=1)[CH2:2][CH2:3][CH3:4]. (4) The product is: [CH2:16]([OH:15])[CH3:17].[CH:16]([O:15][CH:12]([CH3:11])[CH3:13])([CH3:17])[CH3:20]. Given the reactants C(N(C[CH2:11][CH2:12][CH3:13])CCCC)CCC.C(Cl)(=O)[O:15][CH2:16][CH3:17].[CH2:20](N(CC)CC)C.Cl, predict the reaction product.